The task is: Regression. Given two drug SMILES strings and cell line genomic features, predict the synergy score measuring deviation from expected non-interaction effect.. This data is from NCI-60 drug combinations with 297,098 pairs across 59 cell lines. (1) Drug 1: CN1C(=O)N2C=NC(=C2N=N1)C(=O)N. Drug 2: C1CN(P(=O)(OC1)NCCCl)CCCl. Cell line: MOLT-4. Synergy scores: CSS=5.15, Synergy_ZIP=3.73, Synergy_Bliss=0.132, Synergy_Loewe=3.32, Synergy_HSA=0.124. (2) Drug 1: CC1=C(C=C(C=C1)NC2=NC=CC(=N2)N(C)C3=CC4=NN(C(=C4C=C3)C)C)S(=O)(=O)N.Cl. Drug 2: C1CC(=O)NC(=O)C1N2CC3=C(C2=O)C=CC=C3N. Cell line: NCIH23. Synergy scores: CSS=3.38, Synergy_ZIP=-1.68, Synergy_Bliss=-1.34, Synergy_Loewe=1.79, Synergy_HSA=-0.586. (3) Drug 1: CN(C)C1=NC(=NC(=N1)N(C)C)N(C)C. Drug 2: CCCCC(=O)OCC(=O)C1(CC(C2=C(C1)C(=C3C(=C2O)C(=O)C4=C(C3=O)C=CC=C4OC)O)OC5CC(C(C(O5)C)O)NC(=O)C(F)(F)F)O. Cell line: COLO 205. Synergy scores: CSS=-2.01, Synergy_ZIP=4.47, Synergy_Bliss=7.16, Synergy_Loewe=1.22, Synergy_HSA=0.307. (4) Drug 1: C1=NC2=C(N1)C(=S)N=C(N2)N. Drug 2: CC1=C(C(=O)C2=C(C1=O)N3CC4C(C3(C2COC(=O)N)OC)N4)N. Cell line: OVCAR3. Synergy scores: CSS=46.6, Synergy_ZIP=-5.89, Synergy_Bliss=-4.08, Synergy_Loewe=-5.81, Synergy_HSA=-4.25. (5) Drug 1: CN1C(=O)N2C=NC(=C2N=N1)C(=O)N. Drug 2: CCN(CC)CCNC(=O)C1=C(NC(=C1C)C=C2C3=C(C=CC(=C3)F)NC2=O)C. Cell line: MALME-3M. Synergy scores: CSS=-9.14, Synergy_ZIP=3.97, Synergy_Bliss=-0.237, Synergy_Loewe=-14.4, Synergy_HSA=-11.4. (6) Drug 1: CN1C(=O)N2C=NC(=C2N=N1)C(=O)N. Drug 2: CCC1(C2=C(COC1=O)C(=O)N3CC4=CC5=C(C=CC(=C5CN(C)C)O)N=C4C3=C2)O.Cl. Cell line: HCT-15. Synergy scores: CSS=10.4, Synergy_ZIP=6.05, Synergy_Bliss=9.41, Synergy_Loewe=-39.9, Synergy_HSA=0.0179. (7) Drug 1: CC1=C2C(C(=O)C3(C(CC4C(C3C(C(C2(C)C)(CC1OC(=O)C(C(C5=CC=CC=C5)NC(=O)OC(C)(C)C)O)O)OC(=O)C6=CC=CC=C6)(CO4)OC(=O)C)O)C)O. Drug 2: CS(=O)(=O)OCCCCOS(=O)(=O)C. Cell line: T-47D. Synergy scores: CSS=1.30, Synergy_ZIP=-0.446, Synergy_Bliss=-2.77, Synergy_Loewe=-13.7, Synergy_HSA=-6.51.